This data is from Full USPTO retrosynthesis dataset with 1.9M reactions from patents (1976-2016). The task is: Predict the reactants needed to synthesize the given product. (1) Given the product [CH2:25]([O:32][C:33]1[CH:40]=[C:39]([CH:38]=[CH:35][CH:34]=1)[CH2:20][Br:24])[C:26]1[CH:31]=[CH:30][CH:29]=[CH:28][CH:27]=1, predict the reactants needed to synthesize it. The reactants are: C1(P(C2C=CC=CC=2)C2C=CC=CC=2)C=CC=CC=1.[C:20]([Br:24])(Br)(Br)Br.[CH2:25]([O:32][C:33]1[CH:34]=[C:35]([CH:38]=[CH:39][CH:40]=1)CO)[C:26]1[CH:31]=[CH:30][CH:29]=[CH:28][CH:27]=1. (2) Given the product [NH:13]1[C:14]2[CH:19]=[CH:18][CH:17]=[CH:16][C:15]=2[N:11]=[C:12]1[CH:8]([NH:9][C:10]([NH:23][CH:24]1[CH2:29][CH2:28][CH:27]([CH2:30][OH:31])[CH2:26][CH2:25]1)=[O:20])[CH2:7][C:6]1[CH:5]=[CH:4][C:3]([O:2][CH3:1])=[CH:22][CH:21]=1, predict the reactants needed to synthesize it. The reactants are: [CH3:1][O:2][C:3]1[CH:22]=[CH:21][C:6]([CH2:7][CH:8]2[C:12]3=[N:13][C:14]4[CH:19]=[CH:18][CH:17]=[CH:16][C:15]=4[N:11]3[C:10](=[O:20])[NH:9]2)=[CH:5][CH:4]=1.[NH2:23][CH:24]1[CH2:29][CH2:28][CH:27]([CH2:30][OH:31])[CH2:26][CH2:25]1.C(O)(C(F)(F)F)=O. (3) Given the product [ClH:39].[N:30]1[CH:29]=[CH:28][C:27]([C:24]2[CH:25]=[CH:26][C:21]([NH:20][S:19]([C:9]3[NH:8][C:16]4[C:11]([C:10]=3[CH3:18])=[CH:12][C:13]([F:17])=[CH:14][CH:15]=4)(=[O:37])=[O:38])=[C:22]([C:33]([F:36])([F:35])[F:34])[CH:23]=2)=[CH:32][CH:31]=1, predict the reactants needed to synthesize it. The reactants are: C(OC([N:8]1[C:16]2[C:11](=[CH:12][C:13]([F:17])=[CH:14][CH:15]=2)[C:10]([CH3:18])=[C:9]1[S:19](=[O:38])(=[O:37])[NH:20][C:21]1[CH:26]=[CH:25][C:24]([C:27]2[CH:32]=[CH:31][N:30]=[CH:29][CH:28]=2)=[CH:23][C:22]=1[C:33]([F:36])([F:35])[F:34])=O)(C)(C)C.[ClH:39].C(OCC)(=O)C. (4) Given the product [C:40]([CH2:39][CH2:38][C:10]1[C:11]([CH2:15][CH2:16][CH2:17][CH2:18][CH2:19][CH2:20][O:21][C:22]2[CH:27]=[C:26]([O:28][CH2:29][CH3:30])[CH:25]=[C:24]([C:31]3[CH:36]=[CH:35][N:34]=[C:33]([Cl:37])[CH:32]=3)[CH:23]=2)=[CH:12][CH:13]=[CH:14][C:9]=1[O:8][CH2:7][CH2:6][CH2:5][C:4]([OH:45])=[O:3])([OH:42])=[O:41], predict the reactants needed to synthesize it. The reactants are: C([O:3][C:4](=[O:45])[CH2:5][CH2:6][CH2:7][O:8][C:9]1[CH:14]=[CH:13][CH:12]=[C:11]([CH2:15][CH2:16][CH2:17][CH2:18][CH2:19][CH2:20][O:21][C:22]2[CH:27]=[C:26]([O:28][CH2:29][CH3:30])[CH:25]=[C:24]([C:31]3[CH:36]=[CH:35][N:34]=[C:33]([Cl:37])[CH:32]=3)[CH:23]=2)[C:10]=1[CH2:38][CH2:39][C:40]([O:42]CC)=[O:41])C.[OH-].[Na+]. (5) Given the product [NH:8]1[CH:12]=[C:11]([CH2:13][CH2:14][CH2:15][CH2:16][NH:17][CH:18]2[CH2:23][CH2:22][N:21]([C:24]([O:26][CH2:27][C:28]3[CH:33]=[C:32]([C:34]#[N:35])[CH:31]=[C:30]([Cl:36])[CH:29]=3)=[O:25])[CH2:20][CH2:19]2)[N:10]=[N:9]1, predict the reactants needed to synthesize it. The reactants are: COC1C=CC(C[N:8]2[CH:12]=[C:11]([CH2:13][CH2:14][CH2:15][CH2:16][NH:17][CH:18]3[CH2:23][CH2:22][N:21]([C:24]([O:26][CH2:27][C:28]4[CH:33]=[C:32]([C:34]#[N:35])[CH:31]=[C:30]([Cl:36])[CH:29]=4)=[O:25])[CH2:20][CH2:19]3)[N:10]=[N:9]2)=CC=1.C(OCC)(=O)C. (6) The reactants are: [Br:1][C:2]1[CH:3]=[CH:4][C:5]2[S:9][CH:8]=[CH:7][C:6]=2[CH:10]=1.[C:11]1([CH2:17][C:18](Cl)=[O:19])[CH:16]=[CH:15][CH:14]=[CH:13][CH:12]=1.[Cl-].[Al+3].[Cl-].[Cl-].Cl. Given the product [Br:1][C:2]1[CH:3]=[CH:4][C:5]2[S:9][CH:8]=[C:7]([C:18](=[O:19])[CH2:17][C:11]3[CH:16]=[CH:15][CH:14]=[CH:13][CH:12]=3)[C:6]=2[CH:10]=1, predict the reactants needed to synthesize it.